This data is from Catalyst prediction with 721,799 reactions and 888 catalyst types from USPTO. The task is: Predict which catalyst facilitates the given reaction. (1) Reactant: [Br:1][C:2]1[N:7]=[CH:6][C:5]([CH:8]=[O:9])=[CH:4][CH:3]=1.[CH2:10](O)[CH2:11][OH:12].C12(CS(O)(=O)=O)C(C)(C)C(CC1)CC2=O.O. Product: [Br:1][C:2]1[CH:3]=[CH:4][C:5]([CH:8]2[O:12][CH2:11][CH2:10][O:9]2)=[CH:6][N:7]=1. The catalyst class is: 11. (2) Reactant: Cl[C:2]1[C:11]2=[N:12][N:13](CC3C=CC(OC)=CC=3)[CH:14]=[C:10]2[C:9]2[CH:8]=[CH:7][CH:6]=[C:5]([O:24][CH3:25])[C:4]=2[N:3]=1.[F:26][C:27]1[CH:28]=[C:29]([CH:31]=[CH:32][C:33]=1[N:34]1[CH2:39][CH2:38][O:37][CH2:36][CH2:35]1)[NH2:30].Cl. Product: [F:26][C:27]1[CH:28]=[C:29]([NH:30][C:2]2[C:11]3=[N:12][NH:13][CH:14]=[C:10]3[C:9]3[CH:8]=[CH:7][CH:6]=[C:5]([O:24][CH3:25])[C:4]=3[N:3]=2)[CH:31]=[CH:32][C:33]=1[N:34]1[CH2:35][CH2:36][O:37][CH2:38][CH2:39]1. The catalyst class is: 71. (3) Reactant: C([O:3][C:4]([C:6]1[O:7][C:8]2[CH:14]=[CH:13][C:12]([O:15][CH3:16])=[CH:11][C:9]=2[CH:10]=1)=[O:5])C.[OH-].[Na+]. Product: [CH3:16][O:15][C:12]1[CH:13]=[CH:14][C:8]2[O:7][C:6]([C:4]([OH:5])=[O:3])=[CH:10][C:9]=2[CH:11]=1. The catalyst class is: 219. (4) Reactant: [NH2:1][CH:2]1[CH:7]([O:8][CH2:9]C2C=CC=CC=2)[CH:6](OCC2C=CC=CC=2)[CH:5]([CH2:24][O:25]CC2C=CC=CC=2)[CH2:4][CH:3]1[OH:33].[CH2:34]([N:37]=C=S)[CH2:35][CH3:36].CI.C([O-])(O)=[O:43].[Na+]. Product: [OH:25][CH2:24][CH:5]1[CH:4]([OH:43])[CH:3]([OH:33])[CH:2]2[N:1]=[C:9]([NH:37][CH2:34][CH2:35][CH3:36])[O:8][CH:7]2[CH2:6]1. The catalyst class is: 1. (5) Reactant: [F:1][C:2]1[C:9]([N+:10]([O-:12])=[O:11])=[CH:8][CH:7]=[CH:6][C:3]=1[CH:4]=[O:5].Cl([O-])=[O:14].[Na+].O1CCOCC1.S(=O)(=O)(O)N. Product: [F:1][C:2]1[C:9]([N+:10]([O-:12])=[O:11])=[CH:8][CH:7]=[CH:6][C:3]=1[C:4]([OH:14])=[O:5]. The catalyst class is: 6. (6) Reactant: [S:1]1[C:8]2[CH:7]=[C:6]([C:9]([OH:11])=O)[NH:5][C:4]=2[CH:3]=[CH:2]1.P(Cl)(Cl)(Cl)(Cl)[Cl:13]. The catalyst class is: 22. Product: [S:1]1[C:8]2[CH:7]=[C:6]([C:9]([Cl:13])=[O:11])[NH:5][C:4]=2[CH:3]=[CH:2]1.